Dataset: Peptide-MHC class II binding affinity with 134,281 pairs from IEDB. Task: Regression. Given a peptide amino acid sequence and an MHC pseudo amino acid sequence, predict their binding affinity value. This is MHC class II binding data. (1) The peptide sequence is PSEPWNTGHDWILAD. The MHC is DRB3_0202 with pseudo-sequence DRB3_0202. The binding affinity (normalized) is 0.331. (2) The peptide sequence is GNFERISGDLKTQID. The MHC is HLA-DPA10201-DPB10101 with pseudo-sequence HLA-DPA10201-DPB10101. The binding affinity (normalized) is 0.199. (3) The peptide sequence is FLLSYGEKDFEDYRF. The MHC is DRB1_1201 with pseudo-sequence DRB1_1201. The binding affinity (normalized) is 0. (4) The peptide sequence is KGYALCYSKSRRRVM. The MHC is DRB1_0101 with pseudo-sequence DRB1_0101. The binding affinity (normalized) is 0.604. (5) The peptide sequence is RLKSLVNDLTDKNNLLE. The MHC is DRB5_0101 with pseudo-sequence DRB5_0101. The binding affinity (normalized) is 0. (6) The binding affinity (normalized) is 0.183. The MHC is HLA-DPA10103-DPB10201 with pseudo-sequence HLA-DPA10103-DPB10201. The peptide sequence is FLAVAVVLGLATSPT. (7) The peptide sequence is LIRKHFPERQELAYQ. The binding affinity (normalized) is 0.470. The MHC is DRB1_0101 with pseudo-sequence DRB1_0101. (8) The peptide sequence is PKYVKQNTLKLAT. The MHC is HLA-DPA10103-DPB10401 with pseudo-sequence HLA-DPA10103-DPB10401. The binding affinity (normalized) is 0. (9) The peptide sequence is FLDPASIAARGWAAH. The MHC is DRB1_0801 with pseudo-sequence DRB1_0801. The binding affinity (normalized) is 0.397. (10) The peptide sequence is STWLLKPGAGIMIFD. The MHC is DRB1_1101 with pseudo-sequence DRB1_1101. The binding affinity (normalized) is 0.398.